From a dataset of Reaction yield outcomes from USPTO patents with 853,638 reactions. Predict the reaction yield, written as a fraction of the theoretical maximum amount of product (1.0 means a 100% yield; for example, 0.34 means a 34% yield). (1) The reactants are [CH2:1]([O:8][C:9]([NH:11][C:12]1[CH:13]=[C:14]([S:25]([NH2:28])(=[O:27])=[O:26])[CH:15]=[CH:16][C:17]=1[C:18]([O:20][C:21]([CH3:24])([CH3:23])[CH3:22])=[O:19])=[O:10])[C:2]1[CH:7]=[CH:6][CH:5]=[CH:4][CH:3]=1.[Cl:29][C:30]1[CH:31]=[C:32]([NH:46][C:47](OC2C=CC=CC=2)=[O:48])[C:33](=[CH:44][CH:45]=1)[C:34]([O:36][CH2:37][C:38]1[CH:43]=[CH:42][CH:41]=[CH:40][CH:39]=1)=[O:35]. No catalyst specified. The product is [CH2:1]([O:8][C:9]([NH:11][C:12]1[CH:13]=[C:14]([S:25]([NH:28][C:47]([NH:46][C:32]2[CH:31]=[C:30]([Cl:29])[CH:45]=[CH:44][C:33]=2[C:34]([O:36][CH2:37][C:38]2[CH:43]=[CH:42][CH:41]=[CH:40][CH:39]=2)=[O:35])=[O:48])(=[O:27])=[O:26])[CH:15]=[CH:16][C:17]=1[C:18]([O:20][C:21]([CH3:24])([CH3:23])[CH3:22])=[O:19])=[O:10])[C:2]1[CH:7]=[CH:6][CH:5]=[CH:4][CH:3]=1. The yield is 0.770. (2) The reactants are Cl[C:2]1[N:7]=[C:6](OC)[C:5]([CH:10](C)[C:11]#N)=[CH:4][CH:3]=1.O=S1(=O)[N:20]([C:21]([O:23]C(C)(C)C)=O)[CH2:19][CH2:18][CH2:17]O1.[CH3:29][Si]([N-][Si](C)(C)C)(C)C.[K+].[ClH:39].[OH-:40].[K+]. The catalyst is C1COCC1.CO. The product is [Cl:39][C:2]1[N:7]=[C:6]([O:40][CH3:29])[C:5]([C@@:10]2([CH3:11])[CH2:17][CH2:18][CH2:19][NH:20][C:21]2=[O:23])=[CH:4][CH:3]=1. The yield is 0.460. (3) The catalyst is C1COCC1. The product is [F:13][C:14]([F:23])([F:24])[C:15]1[CH:22]=[CH:21][C:18]([CH2:19][C:2]2[CH:11]=[CH:10][C:5]([C:6]([O:8][CH3:9])=[O:7])=[CH:4][CH:3]=2)=[CH:17][CH:16]=1. The reactants are Br[C:2]1[CH:11]=[CH:10][C:5]([C:6]([O:8][CH3:9])=[O:7])=[CH:4][CH:3]=1.[Cl-].[F:13][C:14]([F:24])([F:23])[C:15]1[CH:22]=[CH:21][C:18]([CH2:19][Zn+])=[CH:17][CH:16]=1.C(Cl)Cl. The yield is 0.550. (4) The reactants are [CH3:1][O:2][C:3]([CH:5](P(OC)(OC)=O)[NH:6][C:7]([O:9][CH2:10][C:11]1[CH:16]=[CH:15][CH:14]=[CH:13][CH:12]=1)=[O:8])=[O:4].CN(C)C(=N)N(C)C.[C:31]([O:35][C:36]([N:38]1[C:46]2[C:41](=[CH:42][C:43]([CH:47]=O)=[CH:44][CH:45]=2)[CH:40]=[N:39]1)=[O:37])([CH3:34])([CH3:33])[CH3:32]. The catalyst is O1CCCC1. The product is [C:31]([O:35][C:36]([N:38]1[C:46]2[C:41](=[CH:42][C:43]([CH:47]=[C:5]([NH:6][C:7]([O:9][CH2:10][C:11]3[CH:12]=[CH:13][CH:14]=[CH:15][CH:16]=3)=[O:8])[C:3]([O:2][CH3:1])=[O:4])=[CH:44][CH:45]=2)[CH:40]=[N:39]1)=[O:37])([CH3:34])([CH3:33])[CH3:32]. The yield is 0.850. (5) The reactants are [F:1][C:2]1[CH:11]=[C:10]2[C:5]([CH:6]=[CH:7][CH:8]=[N:9]2)=[CH:4][C:3]=1[CH2:12][N:13]1[C:21]2[C:16](=[N:17][CH:18]=[C:19]([C:22](=O)[CH3:23])[N:20]=2)[N:15]=[N:14]1.Cl.[NH:26]1[CH2:30][CH2:29][C@@H:28]([O:31][NH2:32])[CH2:27]1. No catalyst specified. The product is [NH:26]1[CH2:30][CH2:29][C@@H:28]([O:31]/[N:32]=[C:22](/[C:19]2[N:20]=[C:21]3[N:13]([CH2:12][C:3]4[CH:4]=[C:5]5[C:10](=[CH:11][C:2]=4[F:1])[N:9]=[CH:8][CH:7]=[CH:6]5)[N:14]=[N:15][C:16]3=[N:17][CH:18]=2)\[CH3:23])[CH2:27]1. The yield is 0.500. (6) The reactants are I[C:2]1[CH:3]=[C:4]([N:8]2[C:16]3[C:11](=[CH:12][CH:13]=[CH:14][CH:15]=3)[C:10]([C:17]([O:19][CH3:20])=[O:18])=[N:9]2)[CH:5]=[CH:6][CH:7]=1.[CH3:21][Si:22]([CH3:38])([CH3:37])[CH2:23][CH2:24][O:25][CH2:26][N:27]1[CH:31]=[C:30]([C:32]([OH:36])([C:34]#[CH:35])[CH3:33])[N:29]=[N:28]1. No catalyst specified. The product is [OH:36][C:32]([C:30]1[N:29]=[N:28][N:27]([CH2:26][O:25][CH2:24][CH2:23][Si:22]([CH3:38])([CH3:21])[CH3:37])[CH:31]=1)([CH3:33])[C:34]#[C:35][C:2]1[CH:3]=[C:4]([N:8]2[C:16]3[C:11](=[CH:12][CH:13]=[CH:14][CH:15]=3)[C:10]([C:17]([O:19][CH3:20])=[O:18])=[N:9]2)[CH:5]=[CH:6][CH:7]=1. The yield is 0.560.